This data is from Full USPTO retrosynthesis dataset with 1.9M reactions from patents (1976-2016). The task is: Predict the reactants needed to synthesize the given product. (1) Given the product [CH3:31][S:32]([O:23][CH2:22][C:21]1[C:16]([O:15][C:3]2[CH:4]=[CH:5][C:6]3[N:7]([CH2:11][CH:12]4[CH2:13][CH2:14]4)[N:8]=[N:9][C:10]=3[C:2]=2[Br:1])=[N:17][CH:18]=[CH:19][CH:20]=1)(=[O:34])=[O:33], predict the reactants needed to synthesize it. The reactants are: [Br:1][C:2]1[C:10]2[N:9]=[N:8][N:7]([CH2:11][CH:12]3[CH2:14][CH2:13]3)[C:6]=2[CH:5]=[CH:4][C:3]=1[O:15][C:16]1[C:21]([CH2:22][OH:23])=[CH:20][CH:19]=[CH:18][N:17]=1.CCN(CC)CC.[CH3:31][S:32](Cl)(=[O:34])=[O:33]. (2) Given the product [NH2:1][C:2]1[CH:7]=[CH:6][CH:5]=[CH:4][C:3]=1[NH:8][C:9](=[O:22])[C:10]1[CH:15]=[CH:14][C:13]([CH:16]2[CH2:21][CH2:20][N:19]([CH3:23])[CH2:18][CH2:17]2)=[CH:12][CH:11]=1, predict the reactants needed to synthesize it. The reactants are: [NH2:1][C:2]1[CH:7]=[CH:6][CH:5]=[CH:4][C:3]=1[NH:8][C:9](=[O:22])[C:10]1[CH:15]=[CH:14][C:13]([CH:16]2[CH2:21][CH2:20][NH:19][CH2:18][CH2:17]2)=[CH:12][CH:11]=1.[C:23](=O)([O-])[O-].[K+].[K+].IC.